This data is from Reaction yield outcomes from USPTO patents with 853,638 reactions. The task is: Predict the reaction yield, written as a fraction of the theoretical maximum amount of product (1.0 means a 100% yield; for example, 0.34 means a 34% yield). (1) The reactants are Cl[C:2]1[CH:7]=[CH:6][C:5]([C:8]2[N:13]=[C:12]([N:14]3[CH2:19][CH2:18][O:17][CH2:16][CH2:15]3)[CH:11]=[CH:10][N:9]=2)=[CH:4][CH:3]=1.[CH:20]1([NH:23][C:24](=[O:41])[NH:25]C2C=CC(B3OC(C)(C)C(C)(C)O3)=CC=2)[CH2:22][CH2:21]1.C([O-])([O-])=O.[Cs+].[Cs+]. The catalyst is O1CCOCC1.Cl[Pd](Cl)([P](C1C=CC=CC=1)(C1C=CC=CC=1)C1C=CC=CC=1)[P](C1C=CC=CC=1)(C1C=CC=CC=1)C1C=CC=CC=1.O.CCOC(C)=O. The product is [CH:20]1([NH:23][C:24]([NH:25][C:2]2[CH:7]=[CH:6][C:5]([C:8]3[N:13]=[C:12]([N:14]4[CH2:19][CH2:18][O:17][CH2:16][CH2:15]4)[CH:11]=[CH:10][N:9]=3)=[CH:4][CH:3]=2)=[O:41])[CH2:22][CH2:21]1. The yield is 0.460. (2) The reactants are Cl[C:2]1[CH:7]=[C:6](Cl)[N:5]=[C:4]([NH2:9])[N:3]=1.Cl.[CH3:11][C@H:12]1[CH2:16][CH2:15][CH2:14][NH:13]1.[CH3:17][N:18]1[CH2:23][CH2:22][NH:21][CH2:20][CH2:19]1.O. The catalyst is CN1C(=O)CCC1.C(N(CC)CC)C. The product is [CH3:17][N:18]1[CH2:23][CH2:22][N:21]([C:2]2[CH:7]=[C:6]([N:13]3[CH2:14][CH2:15][CH2:16][C@@H:12]3[CH3:11])[N:5]=[C:4]([NH2:9])[N:3]=2)[CH2:20][CH2:19]1. The yield is 0.430.